From a dataset of Full USPTO retrosynthesis dataset with 1.9M reactions from patents (1976-2016). Predict the reactants needed to synthesize the given product. (1) Given the product [CH3:1][N:2]([CH3:8])[CH2:3][CH2:4][CH2:5][CH2:6][NH:7][C:17]1[CH:22]=[CH:21][CH:20]=[CH:19][C:18]=1[S:23]([NH:26][C:27]1[C:36]([C:37]([OH:39])=[O:38])=[C:35]2[C:30]([C@H:31]3[CH2:42][CH2:41][O:40][C@H:32]3[CH2:33][O:34]2)=[CH:29][CH:28]=1)(=[O:25])=[O:24], predict the reactants needed to synthesize it. The reactants are: [CH3:1][N:2]([CH3:8])[CH2:3][CH2:4][CH2:5][CH2:6][NH2:7].C(N(CC)CC)C.F[C:17]1[CH:22]=[CH:21][CH:20]=[CH:19][C:18]=1[S:23]([NH:26][C:27]1[C:36]([C:37]([OH:39])=[O:38])=[C:35]2[C:30]([C@H:31]3[CH2:42][CH2:41][O:40][C@H:32]3[CH2:33][O:34]2)=[CH:29][CH:28]=1)(=[O:25])=[O:24]. (2) Given the product [O:28]=[C:27]1[NH:26][CH2:25][CH2:24][N:2]1[C:3]1[CH:4]=[C:5]([CH2:9][C:10]([O:12][CH3:13])=[O:11])[CH:6]=[CH:7][CH:8]=1, predict the reactants needed to synthesize it. The reactants are: Cl.[NH2:2][C:3]1[CH:4]=[C:5]([CH2:9][C:10]([O:12][CH3:13])=[O:11])[CH:6]=[CH:7][CH:8]=1.C(N(C(C)C)CC)(C)C.Cl[CH2:24][CH2:25][N:26]=[C:27]=[O:28].[Cl-].[NH4+]. (3) The reactants are: ClC1N=C(N2CCOCC2)C2SC([C:11]3[CH:12]=[C:13]([C:17]([OH:19])=O)[CH:14]=[N:15][CH:16]=3)=CC=2N=1.C[N:27](C)CCN. Given the product [N:15]1[CH:16]=[CH:11][CH:12]=[C:13]([C:17]([NH2:27])=[O:19])[CH:14]=1, predict the reactants needed to synthesize it. (4) The reactants are: [CH2:1](Br)[C:2]#[CH:3].[Mg].[CH:6](=[O:15])[CH:7]=[CH:8][C:9]1[CH:14]=[CH:13][CH:12]=[CH:11][CH:10]=1.OS(O)(=O)=O. Given the product [C:9]1([CH:8]=[CH:7][CH:6]([OH:15])[CH2:3][C:2]#[CH:1])[CH:14]=[CH:13][CH:12]=[CH:11][CH:10]=1, predict the reactants needed to synthesize it. (5) Given the product [CH3:1][O:2][C:3](=[O:12])[C:4]1[CH:9]=[CH:8][C:7]([N:15]([CH3:16])[CH3:14])=[C:6]([F:11])[CH:5]=1, predict the reactants needed to synthesize it. The reactants are: [CH3:1][O:2][C:3](=[O:12])[C:4]1[CH:9]=[CH:8][C:7](F)=[C:6]([F:11])[CH:5]=1.Cl.[CH3:14][NH:15][CH3:16].C(=O)([O-])[O-].[K+].[K+]. (6) Given the product [CH2:1]([O:3][C:4]([C:6]1[S:10][C:9]([C:11]2[CH:20]=[C:19]([C:24]#[N:25])[C:18]3[C:13](=[CH:14][CH:15]=[CH:16][CH:17]=3)[CH:12]=2)=[N:8][C:7]=1[CH3:22])=[O:5])[CH3:2], predict the reactants needed to synthesize it. The reactants are: [CH2:1]([O:3][C:4]([C:6]1[S:10][C:9]([C:11]2[CH:20]=[C:19](Br)[C:18]3[C:13](=[CH:14][CH:15]=[CH:16][CH:17]=3)[CH:12]=2)=[N:8][C:7]=1[CH3:22])=[O:5])[CH3:2].O.[CH3:24][N:25]1CCCC1=O.